From a dataset of Catalyst prediction with 721,799 reactions and 888 catalyst types from USPTO. Predict which catalyst facilitates the given reaction. Reactant: Br[C:2]1[N:6]2[CH:7]=[CH:8][C:9]([CH2:11][N:12]3[CH:16]=[N:15][CH:14]=[N:13]3)=[N:10][C:5]2=[N:4][CH:3]=1.C([Mg]Cl)(C)C.[CH2:22]([Sn:26](Cl)([CH2:31][CH2:32][CH2:33][CH3:34])[CH2:27][CH2:28][CH2:29][CH3:30])[CH2:23][CH2:24][CH3:25].[SnH4]. Product: [N:12]1([CH2:11][C:9]2[CH:8]=[CH:7][N:6]3[C:2]([Sn:26]([CH2:27][CH2:28][CH2:29][CH3:30])([CH2:31][CH2:32][CH2:33][CH3:34])[CH2:22][CH2:23][CH2:24][CH3:25])=[CH:3][N:4]=[C:5]3[N:10]=2)[CH:16]=[N:15][CH:14]=[N:13]1. The catalyst class is: 7.